From a dataset of Full USPTO retrosynthesis dataset with 1.9M reactions from patents (1976-2016). Predict the reactants needed to synthesize the given product. The reactants are: [Cl:1][C:2]1[N:7]=[C:6]2[NH:8][N:9]=[CH:10][C:5]2=[C:4]([CH:11]([F:13])[F:12])[CH:3]=1.CI.[C:16](=O)([O-])[O-].[K+].[K+].O. Given the product [Cl:1][C:2]1[N:7]=[C:6]2[N:8]([CH3:16])[N:9]=[CH:10][C:5]2=[C:4]([CH:11]([F:12])[F:13])[CH:3]=1, predict the reactants needed to synthesize it.